From a dataset of Forward reaction prediction with 1.9M reactions from USPTO patents (1976-2016). Predict the product of the given reaction. (1) Given the reactants [Cl:1][C:2]1[CH:7]=[CH:6][C:5]([CH2:8][C:9]([OH:11])=[O:10])=[CH:4][CH:3]=1.[N:12]1[CH:17]=[CH:16][C:15]([CH:18]=O)=[CH:14][CH:13]=1.C(OC(=O)C)(=O)C.C(N(CC)CC)C, predict the reaction product. The product is: [Cl:1][C:2]1[CH:3]=[CH:4][C:5]([C:8](=[CH:18][C:15]2[CH:16]=[CH:17][N:12]=[CH:13][CH:14]=2)[C:9]([OH:11])=[O:10])=[CH:6][CH:7]=1. (2) Given the reactants [OH:1][C:2]1[CH:37]=[CH:36][C:5]([CH2:6][N:7]([CH2:28][C:29]([O:31]C(C)(C)C)=[O:30])[C:8](=[O:27])[C:9]2[CH:14]=[CH:13][C:12]([NH:15][C:16](=[O:26])[CH2:17][C:18]3[CH:23]=[CH:22][C:21]([O:24][CH3:25])=[CH:20][CH:19]=3)=[CH:11][CH:10]=2)=[CH:4][CH:3]=1.[C:38]1([C:47]2[CH:52]=[CH:51][CH:50]=[CH:49][CH:48]=2)[CH:43]=[CH:42][C:41]([C:44](Cl)=[O:45])=[CH:40][CH:39]=1.C(O)(C(F)(F)F)=O, predict the reaction product. The product is: [C:38]1([C:47]2[CH:48]=[CH:49][CH:50]=[CH:51][CH:52]=2)[CH:39]=[CH:40][C:41]([C:44]([O:1][C:2]2[CH:37]=[CH:36][C:5]([CH2:6][N:7]([CH2:28][C:29]([OH:31])=[O:30])[C:8](=[O:27])[C:9]3[CH:10]=[CH:11][C:12]([NH:15][C:16](=[O:26])[CH2:17][C:18]4[CH:23]=[CH:22][C:21]([O:24][CH3:25])=[CH:20][CH:19]=4)=[CH:13][CH:14]=3)=[CH:4][CH:3]=2)=[O:45])=[CH:42][CH:43]=1. (3) Given the reactants [CH3:1][O:2][C:3]1[CH:10]=[CH:9][C:6]([CH:7]=[O:8])=[CH:5][CH:4]=1.[CH:11]1([Mg]Br)[CH2:16][CH2:15][CH2:14][CH2:13][CH2:12]1, predict the reaction product. The product is: [CH:11]1([CH:7]([C:6]2[CH:9]=[CH:10][C:3]([O:2][CH3:1])=[CH:4][CH:5]=2)[OH:8])[CH2:16][CH2:15][CH2:14][CH2:13][CH2:12]1.